This data is from Forward reaction prediction with 1.9M reactions from USPTO patents (1976-2016). The task is: Predict the product of the given reaction. (1) Given the reactants [NH2:1][C:2]1[CH:3]=[N:4][CH:5]=[CH:6][C:7]=1N.[Cl:9][CH2:10][C:11]#[N:12], predict the reaction product. The product is: [Cl:9][CH2:10][C:11]1[NH:12][C:3]2=[N:4][CH:5]=[CH:6][CH:7]=[C:2]2[N:1]=1. (2) Given the reactants [CH2:1]([O:3][C:4]([C:6]1[C:7](Cl)=[N:8][C:9]([S:12][CH3:13])=[N:10][CH:11]=1)=[O:5])[CH3:2].[C:15](=[O:18])([O-])O.[Na+].C(O[CH2:24][CH3:25])(=O)C.O1[CH2:30][CH2:29][CH2:28][CH2:27]1, predict the reaction product. The product is: [CH2:15]([O:18][C:7]1[C:6]([C:4]([O:3][CH2:1][CH3:2])=[O:5])=[CH:11][N:10]=[C:9]([S:12][CH3:13])[N:8]=1)[C:25]1[CH:24]=[CH:30][CH:29]=[CH:28][CH:27]=1. (3) Given the reactants [OH:1][N:2]=[C:3]([NH2:27])[C:4]1[CH:9]=[CH:8][CH:7]=[C:6]([N:10]2[CH2:19][C@H:18]3[N:14]([CH2:15][CH2:16][CH2:17]3)[C:13]3[N:20]=[C:21]([S:24][CH3:25])[N:22]=[CH:23][C:12]=3[C:11]2=[O:26])[CH:5]=1.[CH:28](OCC)(OCC)OCC, predict the reaction product. The product is: [O:1]1[CH:28]=[N:27][C:3]([C:4]2[CH:5]=[C:6]([N:10]3[CH2:19][C@H:18]4[N:14]([CH2:15][CH2:16][CH2:17]4)[C:13]4[N:20]=[C:21]([S:24][CH3:25])[N:22]=[CH:23][C:12]=4[C:11]3=[O:26])[CH:7]=[CH:8][CH:9]=2)=[N:2]1. (4) Given the reactants [F:1][C:2]([F:8])([F:7])[CH2:3][C:4](O)=[O:5].[CH2:9]([C@H:16]1[CH2:20][NH:19][C@H:18]([C:21]([NH:23][C:24]2[CH:29]=[CH:28][C:27]([O:30][C:31]3[CH:36]=[CH:35][C:34]([F:37])=[CH:33][CH:32]=3)=[CH:26][CH:25]=2)=[O:22])[CH2:17]1)[C:10]1[CH:15]=[CH:14][CH:13]=[CH:12][CH:11]=1, predict the reaction product. The product is: [CH2:9]([C@H:16]1[CH2:20][N:19]([C:4](=[O:5])[CH2:3][C:2]([F:8])([F:7])[F:1])[C@H:18]([C:21]([NH:23][C:24]2[CH:29]=[CH:28][C:27]([O:30][C:31]3[CH:32]=[CH:33][C:34]([F:37])=[CH:35][CH:36]=3)=[CH:26][CH:25]=2)=[O:22])[CH2:17]1)[C:10]1[CH:11]=[CH:12][CH:13]=[CH:14][CH:15]=1.